From a dataset of Forward reaction prediction with 1.9M reactions from USPTO patents (1976-2016). Predict the product of the given reaction. (1) Given the reactants [Br:1][C:2]1[CH:3]=[CH:4][C:5]([N+:16]([O-])=O)=[C:6]([N:8]([CH2:12][C:13](O)=[O:14])[CH:9]([CH3:11])[CH3:10])[CH:7]=1, predict the reaction product. The product is: [Br:1][C:2]1[CH:7]=[C:6]2[C:5](=[CH:4][CH:3]=1)[NH:16][C:13](=[O:14])[CH2:12][N:8]2[CH:9]([CH3:11])[CH3:10]. (2) Given the reactants Br[C:2]1[CH:3]=[C:4]2[C:8](=[CH:9][CH:10]=1)[N:7]([CH2:11][CH2:12][CH2:13][O:14][Si:15]([C:28]([CH3:31])([CH3:30])[CH3:29])([C:22]1[CH:27]=[CH:26][CH:25]=[CH:24][CH:23]=1)[C:16]1[CH:21]=[CH:20][CH:19]=[CH:18][CH:17]=1)[N:6]=[CH:5]2.C([Li])CCC.[B:37](OC)([O:40]C)[O:38]C, predict the reaction product. The product is: [Si:15]([O:14][CH2:13][CH2:12][CH2:11][N:7]1[C:8]2[C:4](=[CH:3][C:2]([B:37]([OH:40])[OH:38])=[CH:10][CH:9]=2)[CH:5]=[N:6]1)([C:28]([CH3:31])([CH3:29])[CH3:30])([C:22]1[CH:27]=[CH:26][CH:25]=[CH:24][CH:23]=1)[C:16]1[CH:21]=[CH:20][CH:19]=[CH:18][CH:17]=1. (3) Given the reactants [O:1]1[C:5]2[CH:6]=[CH:7][CH:8]=[CH:9][C:4]=2[CH2:3][CH2:2]1.[Cl:10][CH2:11][CH2:12][CH2:13][CH2:14][C:15](Cl)=[O:16], predict the reaction product. The product is: [Cl:10][CH2:11][CH2:12][CH2:13][CH2:14][C:15]([C:8]1[CH:7]=[CH:6][C:5]2[O:1][CH2:2][CH2:3][C:4]=2[CH:9]=1)=[O:16]. (4) Given the reactants [F:1][C:2]([F:23])([F:22])[C:3]1[CH:17]=[C:16]([C:18]([F:21])([F:20])[F:19])[CH:15]=[CH:14][C:4]=1[CH2:5][N:6]1[CH2:11][CH2:10][CH:9]([CH:12]=O)[CH2:8][CH2:7]1.[OH:24][C@@H:25]1[CH2:30][CH2:29][CH2:28][CH2:27][C@H:26]1[NH:31][C:32]1[CH2:36][S:35][C:34](=[O:37])[N:33]=1, predict the reaction product. The product is: [F:1][C:2]([F:22])([F:23])[C:3]1[CH:17]=[C:16]([C:18]([F:20])([F:21])[F:19])[CH:15]=[CH:14][C:4]=1[CH2:5][N:6]1[CH2:7][CH2:8][CH:9](/[CH:12]=[C:36]2/[C:32]([NH:31][C@@H:26]3[CH2:27][CH2:28][CH2:29][CH2:30][C@H:25]3[OH:24])=[N:33][C:34](=[O:37])[S:35]/2)[CH2:10][CH2:11]1.